This data is from Catalyst prediction with 721,799 reactions and 888 catalyst types from USPTO. The task is: Predict which catalyst facilitates the given reaction. Reactant: [H-].[H-].[H-].[H-].[Li+].[Al+3].[CH3:7][C:8]([C:15]1[NH:16][C:17]2[C:22]([CH:23]=1)=[CH:21][C:20]([N+:24]([O-:26])=[O:25])=[CH:19][CH:18]=2)([CH3:14])[C:9](OCC)=[O:10].O.[OH-].[Na+]. Product: [CH3:14][C:8]([C:15]1[NH:16][C:17]2[C:22]([CH:23]=1)=[CH:21][C:20]([N+:24]([O-:26])=[O:25])=[CH:19][CH:18]=2)([CH3:7])[CH2:9][OH:10]. The catalyst class is: 1.